Task: Binary Classification. Given a miRNA mature sequence and a target amino acid sequence, predict their likelihood of interaction.. Dataset: Experimentally validated miRNA-target interactions with 360,000+ pairs, plus equal number of negative samples (1) The miRNA is hsa-miR-491-3p with sequence CUUAUGCAAGAUUCCCUUCUAC. The protein sequence of the target gene is MDTASHSLVLLQQLNMQREFGFLCDCTVAIGDVYFKAHRAVLAAFSNYFKMIFIHQTSECIKIQPTDIQPDIFSYLLHIMYTGKGPKQIVDHSRLEEGIRFLHADYLSHIATEMNQVFSPETVQSSNLYGIQISTTQKTVVKQGLEVKEAPSSNSGNRAAVQGDHPQLQLSLAIGLDDGTADQQRACPATQALEEHQKPPVSIKQERCDPESVISQSHPSPSSEVTGPTFTENSVKIHLCHYCGERFDSRSNLRQHLHTHVSGSLPFGVPASILESNDLGEVHPLNENSEALECRRLSSF.... Result: 1 (interaction). (2) The miRNA is hsa-miR-4695-5p with sequence CAGGAGGCAGUGGGCGAGCAGG. The protein sequence of the target gene is MEPSHKDAETAAAAAAVAAADPRGASSSSGVVVQVREKKGPLRAAIPYMPFPVAVICLFLNTFVPGLGTFVSAFTVLCGARTDLPDRHVCCVFWLNIAAALIQILTAIVMVGWIMSIFWGMDMVILAISQGYKEQGIPQQL. Result: 1 (interaction). (3) The miRNA is hsa-miR-363-5p with sequence CGGGUGGAUCACGAUGCAAUUU. The protein sequence of the target gene is MSENNKNSLESSLRQLKCHFTWNLMEGENSLDDFEDKVFYRTEFQNREFKATMCNLLAYLKHLKGQNEAALECLRKAEELIQQEHADQAEIRSLVTWGNYAWVYYHMGRLSDVQIYVDKVKHVCEKFSSPYRIESPELDCEEGWTRLKCGGNQNERAKVCFEKALEKKPKNPEFTSGLAIASYRLDNWPPSQNAIDPLRQAIRLNPDNQYLKVLLALKLHKMREEGEEEGEGEKLVEEALEKAPGVTDVLRSAAKFYRRKDEPDKAIELLKKALEYIPNNAYLHCQIGCCYRAKVFQVMN.... Result: 0 (no interaction). (4) The miRNA is hsa-miR-362-5p with sequence AAUCCUUGGAACCUAGGUGUGAGU. The protein sequence of the target gene is MSARAAAAKSTAMEETAIWEQHTVTLHRAPGFGFGIAISGGRDNPHFQSGETSIVISDVLKGGPAEGQLQENDRVAMVNGVSMDNVEHAFAVQQLRKSGKNAKITIRRKKKVQIPVSHPDPEPVSDNEDDSYDEEVHDPRAGRGALANRRSEKSWARDRSASRERSLSPRSDRRSVASSQPAKPTKVTLVKSRKNEEYGLRLASHIFVKEISQDSLAARDGNIQEGDVVLKINGTVTENMSLTDAKTLIERSKGKLKMVVQRDERATLLNVPDLSDSIHSANASERDDISEIQSLASDHS.... Result: 0 (no interaction).